From a dataset of NCI-60 drug combinations with 297,098 pairs across 59 cell lines. Regression. Given two drug SMILES strings and cell line genomic features, predict the synergy score measuring deviation from expected non-interaction effect. (1) Drug 1: CCCS(=O)(=O)NC1=C(C(=C(C=C1)F)C(=O)C2=CNC3=C2C=C(C=N3)C4=CC=C(C=C4)Cl)F. Drug 2: C1=C(C(=O)NC(=O)N1)F. Cell line: SR. Synergy scores: CSS=38.1, Synergy_ZIP=-8.37, Synergy_Bliss=-16.9, Synergy_Loewe=-21.1, Synergy_HSA=-15.4. (2) Drug 1: C1=C(C(=O)NC(=O)N1)N(CCCl)CCCl. Drug 2: CN(CCCl)CCCl.Cl. Cell line: SN12C. Synergy scores: CSS=48.0, Synergy_ZIP=-2.76, Synergy_Bliss=3.25, Synergy_Loewe=4.12, Synergy_HSA=5.83. (3) Drug 2: C(CN)CNCCSP(=O)(O)O. Drug 1: CC(C)NC(=O)C1=CC=C(C=C1)CNNC.Cl. Cell line: K-562. Synergy scores: CSS=27.8, Synergy_ZIP=-3.97, Synergy_Bliss=-10.5, Synergy_Loewe=-34.0, Synergy_HSA=-28.2.